From a dataset of NCI-60 drug combinations with 297,098 pairs across 59 cell lines. Regression. Given two drug SMILES strings and cell line genomic features, predict the synergy score measuring deviation from expected non-interaction effect. Drug 1: C1=CC(=CC=C1C#N)C(C2=CC=C(C=C2)C#N)N3C=NC=N3. Drug 2: C1CN1P(=S)(N2CC2)N3CC3. Cell line: NCI-H322M. Synergy scores: CSS=1.43, Synergy_ZIP=0.790, Synergy_Bliss=0.637, Synergy_Loewe=-1.92, Synergy_HSA=-1.02.